This data is from Forward reaction prediction with 1.9M reactions from USPTO patents (1976-2016). The task is: Predict the product of the given reaction. (1) Given the reactants [F-].[K+].[C:3]1(=[O:13])[C:11]2[C:6](=[CH:7][CH:8]=[CH:9][CH:10]=2)[C:5](=[O:12])C1.I[CH3:15].[C:16](#N)[CH3:17], predict the reaction product. The product is: [CH3:15][C:16]1([CH3:17])[C:3](=[O:13])[C:11]2[C:6](=[CH:7][CH:8]=[CH:9][CH:10]=2)[C:5]1=[O:12]. (2) Given the reactants [H-].[Na+].Cl[CH2:4][CH2:5][S:6](Cl)(=[O:8])=[O:7].[F:10][C:11]1[CH:16]=[C:15]([C:17]2[C:18]([NH2:23])=[N:19][CH:20]=[CH:21][CH:22]=2)[CH:14]=[CH:13][C:12]=1[C:24]1[CH:29]=[CH:28][CH:27]=[CH:26][CH:25]=1.O, predict the reaction product. The product is: [F:10][C:11]1[CH:16]=[C:15]([C:17]2[C:18]3=[N:23][S:6](=[O:8])(=[O:7])[CH2:5][CH2:4][N:19]3[CH:20]=[CH:21][CH:22]=2)[CH:14]=[CH:13][C:12]=1[C:24]1[CH:25]=[CH:26][CH:27]=[CH:28][CH:29]=1. (3) Given the reactants Br[C:2]1[N:7]=[C:6]([C:8]([OH:10])=[O:9])[CH:5]=[CH:4][CH:3]=1.[F:11][C:12]1[CH:17]=[CH:16][CH:15]=[CH:14][C:13]=1B(O)O, predict the reaction product. The product is: [F:11][C:12]1[CH:17]=[CH:16][CH:15]=[CH:14][C:13]=1[C:2]1[N:7]=[C:6]([C:8]([OH:10])=[O:9])[CH:5]=[CH:4][CH:3]=1. (4) Given the reactants [NH2:1][C:2]([C:4]1[CH:9]=[CH:8][C:7]([NH:10][CH:11]2[CH2:16][CH2:15][N:14]([C:17]([O:19][C:20]([CH3:23])([CH3:22])[CH3:21])=[O:18])[CH2:13][CH2:12]2)=[CH:6][CH:5]=1)=[O:3].[Cl:24]N1C(=O)CCC1=O, predict the reaction product. The product is: [NH2:1][C:2]([C:4]1[CH:9]=[CH:8][C:7]([NH:10][CH:11]2[CH2:12][CH2:13][N:14]([C:17]([O:19][C:20]([CH3:23])([CH3:22])[CH3:21])=[O:18])[CH2:15][CH2:16]2)=[C:6]([Cl:24])[CH:5]=1)=[O:3]. (5) Given the reactants [Cl:1][C:2]1[CH:3]=[C:4]([C:8]2[N:9]=[C:10]([C:13]([F:16])([F:15])[F:14])[NH:11][CH:12]=2)[CH:5]=[CH:6][CH:7]=1.[Br:17]N1C(=O)CCC1=O, predict the reaction product. The product is: [Br:17][C:12]1[NH:11][C:10]([C:13]([F:14])([F:15])[F:16])=[N:9][C:8]=1[C:4]1[CH:5]=[CH:6][CH:7]=[C:2]([Cl:1])[CH:3]=1. (6) Given the reactants [Br:1][C:2]1[S:28][C:5]2[N:6]=[C:7]([CH2:17]SC3N=CN=C4C=3N=CN4)[N:8]([C:11]3[CH:16]=[CH:15][CH:14]=[CH:13][CH:12]=3)[C:9](=[O:10])[C:4]=2[CH:3]=1.BrC1SC2N=C(CBr)N(C3C=CC=CC=3)C(=O)C=2C=1.[N:48]1[C:56]([NH2:57])=[C:55]2[C:51]([N:52]=[CH:53][NH:54]2)=[N:50][CH:49]=1.C(=O)([O-])[O-].[K+].[K+], predict the reaction product. The product is: [NH2:57][C:56]1[N:48]=[CH:49][N:50]=[C:51]2[C:55]=1[N:54]=[CH:53][N:52]2[CH2:17][C:7]1[N:8]([C:11]2[CH:12]=[CH:13][CH:14]=[CH:15][CH:16]=2)[C:9](=[O:10])[C:4]2[CH:3]=[C:2]([Br:1])[S:28][C:5]=2[N:6]=1.